This data is from Peptide-MHC class II binding affinity with 134,281 pairs from IEDB. The task is: Regression. Given a peptide amino acid sequence and an MHC pseudo amino acid sequence, predict their binding affinity value. This is MHC class II binding data. (1) The peptide sequence is FNIQYVNYWFAPGAA. The MHC is DRB1_1602 with pseudo-sequence DRB1_1602. The binding affinity (normalized) is 0. (2) The peptide sequence is SCFEIKCTKPEACSG. The MHC is DRB1_0405 with pseudo-sequence DRB1_0405. The binding affinity (normalized) is 0.372.